From a dataset of Peptide-MHC class I binding affinity with 185,985 pairs from IEDB/IMGT. Regression. Given a peptide amino acid sequence and an MHC pseudo amino acid sequence, predict their binding affinity value. This is MHC class I binding data. The peptide sequence is MQKFTILEY. The MHC is HLA-A11:01 with pseudo-sequence HLA-A11:01. The binding affinity (normalized) is 0.660.